This data is from Forward reaction prediction with 1.9M reactions from USPTO patents (1976-2016). The task is: Predict the product of the given reaction. (1) Given the reactants [F:1][C:2]([F:14])([F:13])[C:3]([NH:5][C:6]1[CH:11]=[CH:10][CH:9]=[CH:8][C:7]=1[CH3:12])=[O:4].[Cl:15][S:16](O)(=[O:18])=[O:17], predict the reaction product. The product is: [CH3:12][C:7]1[CH:8]=[C:9]([S:16]([Cl:15])(=[O:18])=[O:17])[CH:10]=[CH:11][C:6]=1[NH:5][C:3](=[O:4])[C:2]([F:13])([F:14])[F:1]. (2) Given the reactants C([O:14][C:15]1[C:16]2[C:36](=[O:37])[N:35]([CH2:38][C:39]3[CH:44]=[CH:43][C:42]([F:45])=[CH:41][CH:40]=3)[CH2:34][C:17]=2[C:18]([C:25]2[CH:30]=[CH:29][C:28]([O:31][CH2:32][CH3:33])=[CH:27][CH:26]=2)=[C:19]2[C:24]=1[N:23]=[CH:22][CH:21]=[CH:20]2)(C1C=CC=CC=1)C1C=CC=CC=1.[F:46][C:47]([F:52])([F:51])[C:48]([OH:50])=[O:49].C([SiH](CC)CC)C, predict the reaction product. The product is: [CH2:32]([O:31][C:28]1[CH:27]=[CH:26][C:25]([C:18]2[C:17]3[CH2:34][N:35]([CH2:38][C:39]4[CH:40]=[CH:41][C:42]([F:45])=[CH:43][CH:44]=4)[C:36](=[O:37])[C:16]=3[C:15]([OH:14])=[C:24]3[C:19]=2[CH:20]=[CH:21][CH:22]=[N:23]3)=[CH:30][CH:29]=1)[CH3:33].[C:48]([OH:50])([C:47]([F:52])([F:51])[F:46])=[O:49].